Dataset: Catalyst prediction with 721,799 reactions and 888 catalyst types from USPTO. Task: Predict which catalyst facilitates the given reaction. (1) Reactant: [Cl:1][C:2]1[CH:9]=[CH:8][C:5]([CH:6]=O)=[CH:4][CH:3]=1.[CH:10]1([CH2:13][NH2:14])[CH2:12][CH2:11]1.[Br:15][C:16]1[CH:25]=[C:24]2[C:19]([CH:20]=[CH:21][C:22]([OH:26])=[CH:23]2)=[CH:18][CH:17]=1. Product: [Br:15][C:16]1[CH:25]=[C:24]2[C:19]([CH:20]=[CH:21][C:22]([OH:26])=[C:23]2[CH:6]([C:5]2[CH:8]=[CH:9][C:2]([Cl:1])=[CH:3][CH:4]=2)[NH:14][CH2:13][CH:10]2[CH2:12][CH2:11]2)=[CH:18][CH:17]=1. The catalyst class is: 2. (2) Reactant: [C:1]1([S:7][C:8]([S:11](F)(=[O:13])=[O:12])([F:10])[F:9])[CH:6]=[CH:5][CH:4]=[CH:3][CH:2]=1.[CH2:15]([NH2:22])[C:16]1[CH:21]=[CH:20][CH:19]=[CH:18][CH:17]=1.Cl. Product: [CH2:15]([NH:22][S:11]([C:8]([F:10])([F:9])[S:7][C:1]1[CH:6]=[CH:5][CH:4]=[CH:3][CH:2]=1)(=[O:13])=[O:12])[C:16]1[CH:21]=[CH:20][CH:19]=[CH:18][CH:17]=1. The catalyst class is: 26. (3) Reactant: [OH:1][C:2]1[CH:3]=[C:4]([NH:12][C:13]([C:15]2[C:24](=[O:25])[C:23]3[C:18](=[CH:19][CH:20]=[CH:21][CH:22]=3)[NH:17][CH:16]=2)=[O:14])[CH:5]=[CH:6][C:7]=1[C:8]([CH3:11])([CH3:10])[CH3:9].C([O-])([O-])=O.[Cs+].[Cs+].[CH:32]1[CH:37]=[CH:36][C:35]([CH2:38]Br)=[CH:34][CH:33]=1. Product: [CH2:38]([O:25][C:24]1[C:23]2[C:18](=[CH:19][CH:20]=[CH:21][CH:22]=2)[N:17]=[CH:16][C:15]=1[C:13]([NH:12][C:4]1[CH:5]=[CH:6][C:7]([C:8]([CH3:9])([CH3:11])[CH3:10])=[C:2]([OH:1])[CH:3]=1)=[O:14])[C:35]1[CH:36]=[CH:37][CH:32]=[CH:33][CH:34]=1. The catalyst class is: 3. (4) Reactant: [CH2:1]([O:8][C:9]1[CH:10]=[CH:11][C:12]2[C:13]3[CH:14]=[CH:15][C:16]([O:75][CH2:76][C:77]4[CH:82]=[CH:81][CH:80]=[CH:79][CH:78]=4)=[C:17]([CH:74]=3)[CH2:18][C@H:19]([NH:63][C:64]([O:66][CH2:67][C:68]3[CH:73]=[CH:72][CH:71]=[CH:70][CH:69]=3)=[O:65])[C:20](=[O:62])[NH:21][C@@H:22]([CH2:40][C@@H:41]([O:54][Si:55]([C:58]([CH3:61])([CH3:60])[CH3:59])([CH3:57])[CH3:56])[CH2:42][NH:43][C:44]([O:46][CH2:47][C:48]3[CH:53]=[CH:52][CH:51]=[CH:50][CH:49]=3)=[O:45])[C:23](=[O:39])[NH:24][C@H:25]([C:29]([O:31]CC3C=CC=CC=3)=[O:30])[CH2:26][C:27]=1[CH:28]=2)[C:2]1[CH:7]=[CH:6][CH:5]=[CH:4][CH:3]=1.CO.[OH-].[Li+].Cl. Product: [CH2:1]([O:8][C:9]1[CH:10]=[CH:11][C:12]2[C:13]3[CH:14]=[CH:15][C:16]([O:75][CH2:76][C:77]4[CH:78]=[CH:79][CH:80]=[CH:81][CH:82]=4)=[C:17]([CH:74]=3)[CH2:18][C@H:19]([NH:63][C:64]([O:66][CH2:67][C:68]3[CH:73]=[CH:72][CH:71]=[CH:70][CH:69]=3)=[O:65])[C:20](=[O:62])[NH:21][C@@H:22]([CH2:40][C@@H:41]([O:54][Si:55]([C:58]([CH3:61])([CH3:60])[CH3:59])([CH3:57])[CH3:56])[CH2:42][NH:43][C:44]([O:46][CH2:47][C:48]3[CH:53]=[CH:52][CH:51]=[CH:50][CH:49]=3)=[O:45])[C:23](=[O:39])[NH:24][C@H:25]([C:29]([OH:31])=[O:30])[CH2:26][C:27]=1[CH:28]=2)[C:2]1[CH:7]=[CH:6][CH:5]=[CH:4][CH:3]=1. The catalyst class is: 20. (5) Reactant: C(N([CH:7]([CH3:9])[CH3:8])C(C)C)C.CN(C(O[N:18]1N=N[C:20]2[CH:21]=[CH:22][CH:23]=[N:24][C:19]1=2)=[N+](C)C)C.F[P-](F)(F)(F)(F)F.[CH3:34][O:35][C:36](=[O:58])[CH2:37][CH:38]1[C:44]2[CH:45]=[CH:46][CH:47]=[CH:48][C:43]=2[C:42](=[O:49])[N:41]([CH3:50])[C:40]2[CH:51]=[C:52]([C:55]([OH:57])=O)[CH:53]=[CH:54][C:39]1=2. Product: [CH3:50][N:41]1[C:42](=[O:49])[C:43]2[CH:48]=[CH:47][CH:46]=[CH:45][C:44]=2[CH:38]([CH2:37][C:36]([O:35][CH3:34])=[O:58])[C:39]2[CH:54]=[CH:53][C:52]([C:55]([NH:18][CH2:19][CH2:20][CH2:21][CH2:22][C:23]3[CH:22]=[CH:21][C:20]4[CH2:8][CH2:7][CH2:9][NH:18][C:19]=4[N:24]=3)=[O:57])=[CH:51][C:40]1=2. The catalyst class is: 2. (6) The catalyst class is: 8. Product: [CH3:1][O:2][C:3]1[CH:4]=[CH:5][C:6]([C:7]([CH:9]2[CH2:14][CH2:13][N:12]([CH:15]3[CH2:19][CH2:18][N:17]([CH2:20][C:21]([OH:23])=[O:22])[C:16]3=[O:26])[CH2:11][CH2:10]2)=[O:8])=[CH:27][CH:28]=1. Reactant: [CH3:1][O:2][C:3]1[CH:28]=[CH:27][C:6]([C:7]([CH:9]2[CH2:14][CH2:13][N:12]([CH:15]3[CH2:19][CH2:18][N:17]([CH2:20][C:21]([O:23]CC)=[O:22])[C:16]3=[O:26])[CH2:11][CH2:10]2)=[O:8])=[CH:5][CH:4]=1.[OH-].[Na+].Cl. (7) Reactant: [Cl:1][C:2]1[C:11]2[C:6](=[CH:7][CH:8]=[CH:9][CH:10]=2)[CH:5]=[C:4]([Cl:12])[N:3]=1.OS(O)(=O)=O.C1C(=O)N([Br:25])C(=O)C1. Product: [Br:25][C:7]1[CH:8]=[CH:9][CH:10]=[C:11]2[C:6]=1[CH:5]=[C:4]([Cl:12])[N:3]=[C:2]2[Cl:1]. The catalyst class is: 23. (8) Reactant: [F:1][C:2]1[CH:7]=[CH:6][C:5]([C:8]2[O:9][C:10]3[CH:20]=[C:19]([CH2:21][C:22]([O:24][CH3:25])=[O:23])[C:18]([OH:26])=[CH:17][C:11]=3[C:12]=2[C:13](=[O:16])[NH:14][CH3:15])=[CH:4][CH:3]=1.[F:27][C:28]([F:47])([F:46])[S:29](N(C1C=CC=CC=1)[S:29]([C:28]([F:47])([F:46])[F:27])(=[O:31])=[O:30])(=[O:31])=[O:30].O. Product: [F:1][C:2]1[CH:3]=[CH:4][C:5]([C:8]2[O:9][C:10]3[CH:20]=[C:19]([CH2:21][C:22]([O:24][CH3:25])=[O:23])[C:18]([O:26][S:29]([C:28]([F:47])([F:46])[F:27])(=[O:31])=[O:30])=[CH:17][C:11]=3[C:12]=2[C:13](=[O:16])[NH:14][CH3:15])=[CH:6][CH:7]=1. The catalyst class is: 239. (9) Reactant: [CH3:1][C:2]1[CH:11]=[CH:10][C:9]2[C:8](=[O:12])[CH2:7][CH:6]([CH3:13])[CH2:5][C:4]=2[N:3]=1.[Br:14]Br. Product: [Br:14][CH:7]1[CH:6]([CH3:13])[CH2:5][C:4]2[N:3]=[C:2]([CH3:1])[CH:11]=[CH:10][C:9]=2[C:8]1=[O:12]. The catalyst class is: 201. (10) Reactant: CS(O)(=O)=O.C(N([CH2:11][CH3:12])CC)C.[N:13].NC1S[CH:17]=[CH:18]N=1.[C:20]([O:23][CH2:24][CH3:25])(=[O:22])C. Product: [C:20](=[O:22])([O:23][C:24]1[CH:25]=[CH:12][CH:11]=[CH:18][CH:17]=1)[NH2:13]. The catalyst class is: 617.